From a dataset of HIV replication inhibition screening data with 41,000+ compounds from the AIDS Antiviral Screen. Binary Classification. Given a drug SMILES string, predict its activity (active/inactive) in a high-throughput screening assay against a specified biological target. The drug is COc1ccc(C=C(C(=O)OCC(C)C)c2ccc(OC)c(OC)c2)cc1OC. The result is 0 (inactive).